This data is from Full USPTO retrosynthesis dataset with 1.9M reactions from patents (1976-2016). The task is: Predict the reactants needed to synthesize the given product. Given the product [ClH:1].[NH2:9][CH2:10][C@H:11]1[CH2:12][CH2:13][C@H:14]([C:17]([NH:19][C@H:20]([C:51](=[O:64])[NH:52][C:53]2[CH:54]=[CH:55][C:56]([C:59]3[NH:63][N:62]=[N:61][N:60]=3)=[CH:57][CH:58]=2)[CH2:21][C:22]2[CH:23]=[C:24]([C:28]3[CH:33]=[CH:32][C:31]([C:34]([NH:36][CH:37]4[CH:38]5[CH:42]4[CH2:41][NH:40][CH2:39]5)=[O:35])=[CH:30][C:29]=3[CH3:50])[CH:25]=[CH:26][CH:27]=2)=[O:18])[CH2:15][CH2:16]1, predict the reactants needed to synthesize it. The reactants are: [ClH:1].C(OC([NH:9][CH2:10][C@H:11]1[CH2:16][CH2:15][C@H:14]([C:17]([NH:19][C@H:20]([C:51](=[O:64])[NH:52][C:53]2[CH:58]=[CH:57][C:56]([C:59]3[NH:63][N:62]=[N:61][N:60]=3)=[CH:55][CH:54]=2)[CH2:21][C:22]2[CH:23]=[C:24]([C:28]3[CH:33]=[CH:32][C:31]([C:34]([NH:36][CH:37]4[CH:42]5[CH:38]4[CH2:39][N:40](C(OC(C)(C)C)=O)[CH2:41]5)=[O:35])=[CH:30][C:29]=3[CH3:50])[CH:25]=[CH:26][CH:27]=2)=[O:18])[CH2:13][CH2:12]1)=O)(C)(C)C.C(#N)C.